The task is: Predict which catalyst facilitates the given reaction.. This data is from Catalyst prediction with 721,799 reactions and 888 catalyst types from USPTO. (1) Reactant: [Cl:1][C:2]1[CH:3]=[C:4]([NH:16][C:17]2[C:18]3[N:25]([CH2:26][CH2:27][NH:28]C(=O)OC(C)(C)C)[CH:24]=[CH:23][C:19]=3[N:20]=[CH:21][N:22]=2)[CH:5]=[CH:6][C:7]=1[O:8][CH2:9][C:10]1[CH:15]=[CH:14][CH:13]=[CH:12][N:11]=1. Product: [ClH:1].[ClH:1].[ClH:1].[NH2:28][CH2:27][CH2:26][N:25]1[C:18]2[C:17]([NH:16][C:4]3[CH:5]=[CH:6][C:7]([O:8][CH2:9][C:10]4[CH:15]=[CH:14][CH:13]=[CH:12][N:11]=4)=[C:2]([Cl:1])[CH:3]=3)=[N:22][CH:21]=[N:20][C:19]=2[CH:23]=[CH:24]1. The catalyst class is: 632. (2) Reactant: Br[CH2:2][C:3]1[CH:4]=[C:5]([CH:23]=[CH:24][CH:25]=1)[CH2:6][O:7][C:8]1[CH:13]=[CH:12][C:11]([C:14]2[CH:19]=[C:18]([F:20])[C:17]([F:21])=[CH:16][C:15]=2[F:22])=[CH:10][CH:9]=1.[C:26]([O:30][C:31]([CH:33]1[CH2:38][CH2:37][CH2:36][S:35](=[O:40])(=[O:39])[NH:34]1)=[O:32])([CH3:29])([CH3:28])[CH3:27].C(=O)([O-])[O-].[K+].[K+]. Product: [C:26]([O:30][C:31]([CH:33]1[CH2:38][CH2:37][CH2:36][S:35](=[O:40])(=[O:39])[N:34]1[CH2:2][C:3]1[CH:25]=[CH:24][CH:23]=[C:5]([CH2:6][O:7][C:8]2[CH:13]=[CH:12][C:11]([C:14]3[CH:19]=[C:18]([F:20])[C:17]([F:21])=[CH:16][C:15]=3[F:22])=[CH:10][CH:9]=2)[CH:4]=1)=[O:32])([CH3:29])([CH3:27])[CH3:28]. The catalyst class is: 248. (3) Reactant: [Cl:1][C:2]1[CH:7]=[C:6](I)[C:5]([C:9]([F:12])([F:11])[F:10])=[CH:4][N:3]=1.[NH2:13][C:14]1[CH:23]=[CH:22][CH:21]=[C:20]([O:24][CH3:25])[C:15]=1[C:16]([NH:18][CH3:19])=[O:17].CC1(C)C2C=CC=C(P(C3C=CC=CC=3)C3C=CC=CC=3)C=2OC2C1=CC=CC=2P(C1C=CC=CC=1)C1C=CC=CC=1.C(=O)([O-])[O-].[Cs+].[Cs+]. Product: [Cl:1][C:2]1[CH:7]=[C:6]([NH:13][C:14]2[CH:23]=[CH:22][CH:21]=[C:20]([O:24][CH3:25])[C:15]=2[C:16]([NH:18][CH3:19])=[O:17])[C:5]([C:9]([F:12])([F:11])[F:10])=[CH:4][N:3]=1. The catalyst class is: 160.